This data is from Forward reaction prediction with 1.9M reactions from USPTO patents (1976-2016). The task is: Predict the product of the given reaction. (1) The product is: [NH2:1][C:2]1[N:3]=[CH:4][C:5]([C:8]2[C:9]([F:27])=[C:10]([C:20]([CH:23]3[CH2:24][CH2:25][CH2:26]3)=[CH:21][CH:22]=2)[O:11][CH2:12][CH2:13][CH2:14][C:15]([OH:17])=[O:16])=[N:6][CH:7]=1. Given the reactants [NH2:1][C:2]1[N:3]=[CH:4][C:5]([C:8]2[C:9]([F:27])=[C:10]([C:20]([CH:23]3[CH2:26][CH2:25][CH2:24]3)=[CH:21][CH:22]=2)[O:11][CH2:12][CH2:13][CH2:14][C:15]([O:17]CC)=[O:16])=[N:6][CH:7]=1.O[Li].O.O.Cl, predict the reaction product. (2) The product is: [C:8]([C:3]1[CH:4]=[CH:5][CH:6]=[CH:7][C:2]=1[NH:1][C:18](=[O:19])[CH3:20])(=[O:10])[CH3:9]. Given the reactants [NH2:1][C:2]1[CH:7]=[CH:6][CH:5]=[CH:4][C:3]=1[C:8](=[O:10])[CH3:9].CCN(CC)CC.[C:18](Cl)([CH3:20])=[O:19], predict the reaction product.